Dataset: Full USPTO retrosynthesis dataset with 1.9M reactions from patents (1976-2016). Task: Predict the reactants needed to synthesize the given product. (1) The reactants are: C[O:2][C:3](=O)[C:4]1[CH:9]=[CH:8][C:7]([CH3:10])=[N:6][C:5]=1[NH:11][C:12]1[CH:17]=[CH:16][CH:15]=[C:14]([N+:18]([O-:20])=[O:19])[CH:13]=1.[BH4-].[K+].[Cl-].[Li+].O. Given the product [OH:2][CH2:3][C:4]1[C:5]([NH:11][C:12]2[CH:17]=[CH:16][CH:15]=[C:14]([N+:18]([O-:20])=[O:19])[CH:13]=2)=[N:6][C:7]([CH3:10])=[CH:8][CH:9]=1, predict the reactants needed to synthesize it. (2) Given the product [F:20][C:18]1[CH:17]=[CH:16][C:10]2[O:11][CH:12]=[C:6]([CH3:7])[C:9]=2[CH:19]=1, predict the reactants needed to synthesize it. The reactants are: C([O-])(=O)C.[Na+].[C:6]([C:9]1[CH:19]=[C:18]([F:20])[CH:17]=[CH:16][C:10]=1[O:11][CH2:12]C(O)=O)(=O)[CH3:7].O. (3) Given the product [O:33]1[CH2:34][CH2:35][C@H:31]([O:30][C:28](=[O:29])[NH:1][CH2:2][C@@H:3]2[CH2:8][CH2:7][CH2:6][N:5]([C:9]3[C:18]4[C:13](=[CH:14][C:15]([CH3:19])=[CH:16][CH:17]=4)[N:12]=[C:11]([C:20]4[CH:25]=[CH:24][CH:23]=[CH:22][C:21]=4[OH:26])[N:10]=3)[CH2:4]2)[CH2:32]1, predict the reactants needed to synthesize it. The reactants are: [NH2:1][CH2:2][C@@H:3]1[CH2:8][CH2:7][CH2:6][N:5]([C:9]2[C:18]3[C:13](=[CH:14][C:15]([CH3:19])=[CH:16][CH:17]=3)[N:12]=[C:11]([C:20]3[CH:25]=[CH:24][CH:23]=[CH:22][C:21]=3[OH:26])[N:10]=2)[CH2:4]1.Cl[C:28]([O:30][C@H:31]1[CH2:35][CH2:34][O:33][CH2:32]1)=[O:29].C(N(CC)CC)C. (4) Given the product [OH:2][CH2:1][C:3]1[CH:15]=[CH:14][C:6]([C:7]([O:9][C:10]([CH3:12])([CH3:13])[CH3:11])=[O:8])=[C:5]([CH3:16])[CH:4]=1, predict the reactants needed to synthesize it. The reactants are: [CH:1]([C:3]1[CH:15]=[CH:14][C:6]([C:7]([O:9][C:10]([CH3:13])([CH3:12])[CH3:11])=[O:8])=[C:5]([CH3:16])[CH:4]=1)=[O:2].[BH4-].[Na+].[Cl-].[NH4+]. (5) The reactants are: [CH3:1][O:2][C:3]([C@H:5]1[CH2:10][CH2:9][C@H:8]([C:11](O)=[O:12])[CH2:7][CH2:6]1)=[O:4].B.CSC.CO. Given the product [OH:12][CH2:11][C@H:8]1[CH2:7][CH2:6][C@H:5]([C:3]([O:2][CH3:1])=[O:4])[CH2:10][CH2:9]1, predict the reactants needed to synthesize it. (6) Given the product [F:31][C:25]1[C:26]([F:30])=[CH:27][C:28]([N+:40]([O-:42])=[O:41])=[CH:29][C:24]=1[C@:21]1([CH3:23])[C@H:20]2[C@:18]([CH2:32][F:33])([CH2:19]2)[S:17][C:16]([NH2:7])=[N:22]1, predict the reactants needed to synthesize it. The reactants are: C(OC(=O)[N:7]([C:16]1[S:17][C@:18]2([CH2:32][F:33])[C@H:20]([C@:21]([C:24]3[CH:29]=[CH:28][CH:27]=[C:26]([F:30])[C:25]=3[F:31])([CH3:23])[N:22]=1)[CH2:19]2)COCC[Si](C)(C)C)(C)(C)C.S(=O)(=O)(O)O.[N+:40]([O-])([O-:42])=[O:41].[Na+].O.[O-]P([O-])([O-])=O.[K+].[K+].[K+].[OH-].[Na+]. (7) The reactants are: CO[C:3](=[O:20])[C:4]([C:6]1[C:16]2=[C:17]3[C:12](=[CH:13][CH:14]=[CH:15]2)[CH2:11][CH2:10][CH:9]([CH2:18][OH:19])[N:8]3[CH:7]=1)=O.[NH:21]1[C:29]2[C:24](=[CH:25][CH:26]=[CH:27][CH:28]=2)[C:23]([CH2:30][C:31]([NH2:33])=[O:32])=[CH:22]1. Given the product [NH:21]1[C:29]2[C:24](=[CH:25][CH:26]=[CH:27][CH:28]=2)[C:23]([C:30]2[C:31](=[O:32])[NH:33][C:3](=[O:20])[C:4]=2[C:6]2[C:16]3=[C:17]4[C:12](=[CH:13][CH:14]=[CH:15]3)[CH2:11][CH2:10][CH:9]([CH2:18][OH:19])[N:8]4[CH:7]=2)=[CH:22]1, predict the reactants needed to synthesize it.